Task: Predict the product of the given reaction.. Dataset: Forward reaction prediction with 1.9M reactions from USPTO patents (1976-2016) (1) Given the reactants C(OC([N:8]1[C:12]2=[CH:13][N:14]([CH2:18][C:19]3[CH:24]=[CH:23][CH:22]=[CH:21][CH:20]=3)[C:15](=[O:17])[CH:16]=[C:11]2[CH2:10][CH2:9]1)=O)(C)(C)C.[ClH:25], predict the reaction product. The product is: [ClH:25].[CH2:18]([N:14]1[C:15](=[O:17])[CH:16]=[C:11]2[CH2:10][CH2:9][NH:8][C:12]2=[CH:13]1)[C:19]1[CH:20]=[CH:21][CH:22]=[CH:23][CH:24]=1. (2) Given the reactants [CH3:1][O:2][C:3](=[O:31])[C:4]1[CH:9]=[C:8]([C:10]2[CH:15]=[C:14]([S:16][CH2:17][CH2:18][NH:19]C(OC(C)(C)C)=O)[N:13]=[C:12]([NH2:27])[N:11]=2)[C:7]([CH3:28])=[CH:6][C:5]=1[O:29][CH3:30].FC(F)(F)C(O)=O.[C:39]([O:43][C:44]([NH:46][CH2:47][CH2:48][CH2:49][C:50]([OH:52])=O)=[O:45])([CH3:42])([CH3:41])[CH3:40].ON1C2C=CC=CC=2N=N1.C(N(C(C)C)CC)(C)C.Cl.C(N=C=NCCCN(C)C)C.[Cl-].[NH4+], predict the reaction product. The product is: [CH3:1][O:2][C:3](=[O:31])[C:4]1[CH:9]=[C:8]([C:10]2[CH:15]=[C:14]([S:16][CH2:17][CH2:18][NH:19][C:50](=[O:52])[CH2:49][CH2:48][CH2:47][NH:46][C:44]([O:43][C:39]([CH3:40])([CH3:41])[CH3:42])=[O:45])[N:13]=[C:12]([NH2:27])[N:11]=2)[C:7]([CH3:28])=[CH:6][C:5]=1[O:29][CH3:30]. (3) Given the reactants [C:1]1(=[O:13])[CH:9]2[CH:4]([CH:5]3[CH2:11][CH2:10][CH:8]2[CH:7]=[CH:6]3)[C:3](=[O:12])[CH2:2]1, predict the reaction product. The product is: [C:3]1(=[O:12])[CH:4]2[CH:9]([CH:8]3[CH2:7][CH2:6][CH:5]2[CH2:11][CH2:10]3)[C:1](=[O:13])[CH2:2]1. (4) The product is: [C:6]([CH2:8][NH:9][C:10]([C@@H:12]1[CH2:17][CH2:16][CH2:15][CH2:14][C@H:13]1[CH2:18][S:19]([C:22]1[CH:27]=[CH:26][C:25]([CH2:28][O:29][S:2]([CH3:1])(=[O:4])=[O:3])=[CH:24][CH:23]=1)(=[O:20])=[O:21])=[O:11])#[N:7]. Given the reactants [CH3:1][S:2](Cl)(=[O:4])=[O:3].[C:6]([CH2:8][NH:9][C:10]([C@@H:12]1[CH2:17][CH2:16][CH2:15][CH2:14][C@H:13]1[CH2:18][S:19]([C:22]1[CH:27]=[CH:26][C:25]([CH2:28][OH:29])=[CH:24][CH:23]=1)(=[O:21])=[O:20])=[O:11])#[N:7].C(N(C(C)C)CC)(C)C, predict the reaction product. (5) Given the reactants [CH3:1][O:2][C:3]1[CH:8]=[CH:7][CH:6]=[C:5]([CH:9]=[CH2:10])[CH:4]=1.[N+](=[CH:13][C:14]([O:16][CH2:17][CH3:18])=[O:15])=[N-], predict the reaction product. The product is: [CH3:1][O:2][C:3]1[CH:4]=[C:5]([CH:9]2[CH2:10][CH:13]2[C:14]([O:16][CH2:17][CH3:18])=[O:15])[CH:6]=[CH:7][CH:8]=1. (6) Given the reactants [O:1]=[C:2]1[C:10]2[C:5](=[CH:6][CH:7]=[CH:8][CH:9]=2)[CH:4]([C:11](O)=O)[CH2:3]1.[C:14]1([NH:20][C:21](=[S:24])[NH:22][NH2:23])[CH:19]=[CH:18][CH:17]=[CH:16][CH:15]=1, predict the reaction product. The product is: [O:1]=[C:2]1[C:10]2[C:5](=[CH:6][CH:7]=[CH:8][CH:9]=2)[CH:4]([C:11]2[N:20]([C:14]3[CH:15]=[CH:16][CH:17]=[CH:18][CH:19]=3)[C:21](=[S:24])[NH:22][N:23]=2)[CH2:3]1. (7) Given the reactants C([NH:8][C@H:9]([C:24]([OH:26])=[O:25])[CH2:10][C:11]1[CH:16]=[CH:15][C:14]([NH:17][C:18](=[O:23])[C:19]([Br:22])([CH3:21])[CH3:20])=[CH:13][CH:12]=1)(OC(C)(C)C)=O, predict the reaction product. The product is: [Br:22][C:19]([CH3:21])([CH3:20])[C:18]([NH:17][C:14]1[CH:15]=[CH:16][C:11]([CH2:10][C@@H:9]([C:24]([OH:26])=[O:25])[NH2:8])=[CH:12][CH:13]=1)=[O:23]. (8) Given the reactants [CH3:1][C:2]1([C:16]([O:18][CH2:19][CH3:20])=[O:17])[O:7][CH2:6][C:5](OS(C(F)(F)F)(=O)=O)=[CH:4][O:3]1.C([O-])(=O)C.[K+].[CH3:26][C:27]1([CH3:43])[C:31]([CH3:33])([CH3:32])[O:30][B:29]([B:29]2[O:30][C:31]([CH3:33])([CH3:32])[C:27]([CH3:43])([CH3:26])[O:28]2)[O:28]1, predict the reaction product. The product is: [CH3:1][C@@:2]1([C:16]([O:18][CH2:19][CH3:20])=[O:17])[O:7][CH2:6][C:5]([B:29]2[O:30][C:31]([CH3:33])([CH3:32])[C:27]([CH3:43])([CH3:26])[O:28]2)=[CH:4][O:3]1. (9) Given the reactants [CH2:1]([S:3]([C:6]1[CH:7]=[CH:8][C:9]([OH:30])=[C:10]([C:12]2[C:21]3[C:16](=[CH:17][CH:18]=[C:19]([C:22]4[CH:23]=[N:24][N:25]([CH3:27])[CH:26]=4)[CH:20]=3)[C:15](=[O:28])[N:14]([CH3:29])[CH:13]=2)[CH:11]=1)(=[O:5])=[O:4])[CH3:2].[CH2:31](I)[CH3:32].C([O-])([O-])=O.[K+].[K+], predict the reaction product. The product is: [CH2:31]([O:30][C:9]1[CH:8]=[CH:7][C:6]([S:3]([CH2:1][CH3:2])(=[O:4])=[O:5])=[CH:11][C:10]=1[C:12]1[C:21]2[C:16](=[CH:17][CH:18]=[C:19]([C:22]3[CH:23]=[N:24][N:25]([CH3:27])[CH:26]=3)[CH:20]=2)[C:15](=[O:28])[N:14]([CH3:29])[CH:13]=1)[CH3:32]. (10) Given the reactants [CH3:1][C:2]1[CH:7]=[CH:6][N:5]=[C:4]([NH:8][CH2:9][CH:10]2[CH2:30][CH2:29][C:13]3([C:21]4[C:16](=[CH:17][CH:18]=[CH:19][CH:20]=4)[N:15]([C:22]([O:24][C:25]([CH3:28])([CH3:27])[CH3:26])=[O:23])[CH2:14]3)[CH2:12][CH2:11]2)[C:3]=1[N+:31]([O-])=O, predict the reaction product. The product is: [NH2:31][C:3]1[C:4]([NH:8][CH2:9][CH:10]2[CH2:11][CH2:12][C:13]3([C:21]4[C:16](=[CH:17][CH:18]=[CH:19][CH:20]=4)[N:15]([C:22]([O:24][C:25]([CH3:26])([CH3:27])[CH3:28])=[O:23])[CH2:14]3)[CH2:29][CH2:30]2)=[N:5][CH:6]=[CH:7][C:2]=1[CH3:1].